From a dataset of Forward reaction prediction with 1.9M reactions from USPTO patents (1976-2016). Predict the product of the given reaction. (1) Given the reactants [CH2:1]([N:3]1[CH2:8][CH:7]([OH:9])[C:6]2[S:10][C:11]([CH3:13])=[CH:12][C:5]=2[CH2:4]1)[CH3:2].[Cl:14][C:15]1[CH:16]=[C:17](F)[CH:18]=[CH:19][C:20]=1[Cl:21], predict the reaction product. The product is: [Cl:14][C:15]1[CH:16]=[C:17]([O:9][CH:7]2[CH2:8][N:3]([CH2:1][CH3:2])[CH2:4][C:5]3[CH:12]=[C:11]([CH3:13])[S:10][C:6]2=3)[CH:18]=[CH:19][C:20]=1[Cl:21]. (2) Given the reactants Br[C:2]1[CH:18]=[CH:17][C:5]([O:6][Si:7]([CH:14]([CH3:16])[CH3:15])([CH:11]([CH3:13])[CH3:12])[CH:8]([CH3:10])[CH3:9])=[CH:4][C:3]=1[O:19][C@@H:20]([C:24]1[CH:29]=[CH:28][CH:27]=[CH:26][CH:25]=1)[CH2:21][CH2:22]Cl.C([Li])CCC.CCCCCC, predict the reaction product. The product is: [CH:8]([Si:7]([CH:14]([CH3:16])[CH3:15])([CH:11]([CH3:13])[CH3:12])[O:6][C:5]1[CH:4]=[C:3]2[C:2]([CH2:22][CH2:21][C@H:20]([C:24]3[CH:29]=[CH:28][CH:27]=[CH:26][CH:25]=3)[O:19]2)=[CH:18][CH:17]=1)([CH3:10])[CH3:9]. (3) The product is: [Cl:1][C:2]1[C:3]2[C:10]([CH:11]=[N:14][OH:15])=[CH:9][NH:8][C:4]=2[N:5]=[CH:6][N:7]=1. Given the reactants [Cl:1][C:2]1[C:3]2[C:10]([CH:11]=O)=[CH:9][NH:8][C:4]=2[N:5]=[CH:6][N:7]=1.Cl.[NH2:14][OH:15].[OH-].[Na+], predict the reaction product. (4) Given the reactants [NH:1]1[CH2:5][CH2:4][C:3]([C:6]2[CH:11]=[CH:10][C:9]([OH:12])=[CH:8][C:7]=2[F:13])=[N:2]1.[CH3:14][O:15][C:16]1[CH:17]=[C:18]([CH2:24][C:25](Cl)=[O:26])[CH:19]=[CH:20][C:21]=1[O:22][CH3:23], predict the reaction product. The product is: [CH3:14][O:15][C:16]1[CH:17]=[C:18]([CH2:24][C:25]([N:1]2[CH2:5][CH2:4][C:3]([C:6]3[CH:11]=[CH:10][C:9]([OH:12])=[CH:8][C:7]=3[F:13])=[N:2]2)=[O:26])[CH:19]=[CH:20][C:21]=1[O:22][CH3:23]. (5) Given the reactants [CH2:1]([O:3][C:4](=[O:10])[CH2:5][CH2:6][C:7]([Br:9])=[CH2:8])[CH3:2].[CH:11]([Br:14])(Br)[Br:12].[Br-].[Br-].C([N+](C)(C)CC[N+](CC1C=CC=CC=1)(C)C)C1C=CC=CC=1.[OH-].[K+], predict the reaction product. The product is: [CH2:1]([O:3][C:4](=[O:10])[CH2:5][CH2:6][C:7]1([Br:9])[CH2:8][C:11]1([Br:14])[Br:12])[CH3:2]. (6) Given the reactants CCCCCC.[Cl-].C[Al+]C.[N+:11]([C:14]1[CH:15]=[CH:16][CH:17]=[C:18]2[C:22]=1[NH:21][CH:20]=[CH:19]2)([O-:13])=[O:12].[C:23](Cl)(=[O:25])[CH3:24].[Cl-].[NH4+], predict the reaction product. The product is: [C:23]([C:19]1[C:18]2[C:22](=[C:14]([N+:11]([O-:13])=[O:12])[CH:15]=[CH:16][CH:17]=2)[NH:21][CH:20]=1)(=[O:25])[CH3:24]. (7) Given the reactants O[CH2:2][C:3]([NH:6][C:7](=[O:16])[C:8]1[CH:13]=[CH:12][CH:11]=[C:10]([O:14][CH3:15])[CH:9]=1)([CH3:5])[CH3:4].S(Cl)(Cl)=O, predict the reaction product. The product is: [CH3:15][O:14][C:10]1[CH:9]=[C:8]([CH:7]2[NH:6][C:3]([CH3:4])([CH3:5])[CH2:2][O:16]2)[CH:13]=[CH:12][CH:11]=1. (8) Given the reactants N1CCOCC1.C([O:10][C:11]1[C:23]([C:24]([F:27])([F:26])[F:25])=[CH:22][CH:21]=[C:20]([CH2:28][O:29][C:30]2[CH:35]=[CH:34][C:33]([C:36]3[CH:41]=[CH:40][C:39]([CH2:42][C:43]([O:45]CC=C)=[O:44])=[C:38]([F:49])[CH:37]=3)=[CH:32][CH:31]=2)[C:12]=1[C:13]([O:15][C:16]([CH3:19])([CH3:18])[CH3:17])=[O:14])C=C.O, predict the reaction product. The product is: [C:16]([O:15][C:13]([C:12]1[C:11]([OH:10])=[C:23]([C:24]([F:27])([F:25])[F:26])[CH:22]=[CH:21][C:20]=1[CH2:28][O:29][C:30]1[CH:31]=[CH:32][C:33]([C:36]2[CH:41]=[CH:40][C:39]([CH2:42][C:43]([OH:45])=[O:44])=[C:38]([F:49])[CH:37]=2)=[CH:34][CH:35]=1)=[O:14])([CH3:19])([CH3:17])[CH3:18]. (9) Given the reactants C([O:8][N:9]1[C:14]2[N:15]=[CH:16][N:17]=[CH:18][C:13]=2[C:12]([NH:19][CH2:20][C:21]2[CH:30]=[CH:29][C:28]3[C:23](=[CH:24][CH:25]=[CH:26][CH:27]=3)[CH:22]=2)=[CH:11][C:10]1=[O:31])C1C=CC=CC=1.CO.[H][H], predict the reaction product. The product is: [OH:8][N:9]1[C:14]2[N:15]=[CH:16][N:17]=[CH:18][C:13]=2[C:12]([NH:19][CH2:20][C:21]2[CH:30]=[CH:29][C:28]3[C:23](=[CH:24][CH:25]=[CH:26][CH:27]=3)[CH:22]=2)=[CH:11][C:10]1=[O:31].